From a dataset of Forward reaction prediction with 1.9M reactions from USPTO patents (1976-2016). Predict the product of the given reaction. (1) Given the reactants [CH3:1][N:2]1[C:10]2[C:5](=[CH:6][C:7]([N+:11]([O-])=O)=[CH:8][CH:9]=2)[CH:4]=[C:3]1[CH3:14].C1COCC1, predict the reaction product. The product is: [CH3:1][N:2]1[C:10]2[C:5](=[CH:6][C:7]([NH2:11])=[CH:8][CH:9]=2)[CH:4]=[C:3]1[CH3:14]. (2) Given the reactants C(OC(=O)[NH:7][CH2:8][CH2:9][C:10]1[CH:15]=[CH:14][CH:13]=[C:12]([Br:16])[C:11]=1[O:17][C:18]1[CH:23]=[CH:22][C:21]([C:24]([F:27])([F:26])[F:25])=[CH:20][N:19]=1)(C)(C)C.C(O)(C(F)(F)F)=O, predict the reaction product. The product is: [Br:16][C:12]1[C:11]([O:17][C:18]2[CH:23]=[CH:22][C:21]([C:24]([F:25])([F:26])[F:27])=[CH:20][N:19]=2)=[C:10]([CH2:9][CH2:8][NH2:7])[CH:15]=[CH:14][CH:13]=1. (3) Given the reactants [CH3:1][N:2]1[CH:6]=C(C2C=CN=CC=2)C(C2C=CC(OCC3C=CC4C(=CC=CC=4)N=3)=CC=2)=[N:3]1.[F:31][C:32]1[C:37]([F:38])=[C:36]([O:39][CH2:40][C:41]2[CH:50]=[CH:49][C:48]3[C:43](=[CH:44][CH:45]=[CH:46][CH:47]=3)[N:42]=2)[CH:35]=[CH:34][C:33]=1[C:51](=O)[CH2:52][C:53]1[CH:58]=[CH:57][N:56]=[CH:55][CH:54]=1, predict the reaction product. The product is: [F:38][C:37]1[C:32]([F:31])=[C:33]([C:51]2[C:52]([C:53]3[CH:58]=[CH:57][N:56]=[CH:55][CH:54]=3)=[CH:1][N:2]([CH3:6])[N:3]=2)[CH:34]=[CH:35][C:36]=1[O:39][CH2:40][C:41]1[CH:50]=[CH:49][C:48]2[C:43](=[CH:44][CH:45]=[CH:46][CH:47]=2)[N:42]=1. (4) Given the reactants [F:1][C:2]([F:23])([F:22])[CH2:3][NH:4][CH2:5][C@@H:6]([NH:14][C:15](=[O:21])[O:16][C:17]([CH3:20])([CH3:19])[CH3:18])[CH2:7][CH:8]1[CH2:13][CH2:12][CH2:11][CH2:10][CH2:9]1.CCN(CC)CC.[C:31](Cl)([O:33][CH2:34][C:35]1[CH:40]=[CH:39][CH:38]=[CH:37][CH:36]=1)=[O:32].O, predict the reaction product. The product is: [C:17]([O:16][C:15]([NH:14][C@@H:6]([CH2:7][CH:8]1[CH2:13][CH2:12][CH2:11][CH2:10][CH2:9]1)[CH2:5][N:4]([CH2:3][C:2]([F:22])([F:23])[F:1])[C:31](=[O:32])[O:33][CH2:34][C:35]1[CH:40]=[CH:39][CH:38]=[CH:37][CH:36]=1)=[O:21])([CH3:20])([CH3:18])[CH3:19]. (5) Given the reactants [Br:1][C:2]1[CH:7]=[CH:6][C:5]([S:8]([N:11]([CH3:13])[CH3:12])(=[O:10])=[O:9])=[CH:4][CH:3]=1.C([Li])CCC.[CH3:19][O:20][C:21]1[CH:61]=[CH:60][C:24]([CH2:25][N:26]([CH2:51][C:52]2[CH:57]=[CH:56][C:55]([O:58][CH3:59])=[CH:54][CH:53]=2)[C:27]2[N:32]=[C:31]([CH3:33])[N:30]=[C:29]([C:34]3[C:35]([NH:42][C:43]4[CH:44]=[N:45][C:46]([O:49][CH3:50])=[CH:47][CH:48]=4)=[N:36][CH:37]=[C:38]([CH:41]=3)[CH:39]=[O:40])[N:28]=2)=[CH:23][CH:22]=1, predict the reaction product. The product is: [CH3:59][O:58][C:55]1[CH:54]=[CH:53][C:52]([CH2:51][N:26]([CH2:25][C:24]2[CH:23]=[CH:22][C:21]([O:20][CH3:19])=[CH:61][CH:60]=2)[C:27]2[N:32]=[C:31]([CH3:33])[N:30]=[C:29]([C:34]3[CH:41]=[C:38]([CH:39]([OH:40])[C:6]4[CH:7]=[C:2]([Br:1])[CH:3]=[CH:4][C:5]=4[S:8]([N:11]([CH3:13])[CH3:12])(=[O:10])=[O:9])[CH:37]=[N:36][C:35]=3[NH:42][C:43]3[CH:44]=[N:45][C:46]([O:49][CH3:50])=[CH:47][CH:48]=3)[N:28]=2)=[CH:57][CH:56]=1.